From a dataset of Forward reaction prediction with 1.9M reactions from USPTO patents (1976-2016). Predict the product of the given reaction. (1) Given the reactants [CH3:1][N:2]1[CH:6]=[CH:5][N:4]=[N:3]1.[Li]CCCC.[Cl:12][C:13]1[C:22]([C:23]2[CH:28]=[CH:27][CH:26]=[CH:25][CH:24]=2)=[C:21]([Cl:29])[C:20]2[C:15](=[CH:16][CH:17]=[C:18]([C:30]([C:32]3[N:36]([CH3:37])[C:35]([CH3:38])=[N:34][CH:33]=3)=[O:31])[CH:19]=2)[N:14]=1, predict the reaction product. The product is: [Cl:12][C:13]1[C:22]([C:23]2[CH:24]=[CH:25][CH:26]=[CH:27][CH:28]=2)=[C:21]([Cl:29])[C:20]2[C:15](=[CH:16][CH:17]=[C:18]([C:30]([C:32]3[N:36]([CH3:37])[C:35]([CH3:38])=[N:34][CH:33]=3)([C:6]3[N:2]([CH3:1])[N:3]=[N:4][CH:5]=3)[OH:31])[CH:19]=2)[N:14]=1. (2) The product is: [NH:3]1[C:2]2=[N:60][CH:59]=[C:8]([C:11]3[C:12]([C@@H:27]([NH:37][C:38](=[O:56])[CH2:39][N:40]4[C:48]5[C:47]([F:49])([F:50])[CH2:46][CH2:45][C:44]([F:51])([F:52])[C:43]=5[C:42]([CH:53]([F:55])[F:54])=[N:41]4)[CH2:28][C:29]4[CH:34]=[C:33]([F:35])[CH:32]=[C:31]([F:36])[CH:30]=4)=[N:13][CH:14]=[C:15]([C:103]4[CH:104]=[C:105]5[CH:111]=[CH:110][NH:109][C:106]5=[N:107][CH:108]=4)[CH:16]=3)[CH:9]=[C:10]2[CH:5]=[CH:4]1. Given the reactants O=[C:2]1[C:10]2[C:5](=CC=[C:8]([C:11]3[C:12]([C@@H:27]([NH:37][C:38](=[O:56])[CH2:39][N:40]4[C:48]5[C:47]([F:50])([F:49])[CH2:46][CH2:45][C:44]([F:52])([F:51])[C:43]=5[C:42]([CH:53]([F:55])[F:54])=[N:41]4)[CH2:28][C:29]4[CH:34]=[C:33]([F:35])[CH:32]=[C:31]([F:36])[CH:30]=4)=[N:13][CH:14]=[C:15](C4C=C5C(=CC=4)CNC5=O)[CH:16]=3)[CH:9]=2)[CH2:4][NH:3]1.BrC1[C:59]([C@@H](NC(=O)CN2C3C(F)(F)CCC(F)(F)C=3C(C(F)F)=N2)CC2C=C(F)C=C(F)C=2)=[N:60]C=C(Br)C=1.CC1(C)C(C)(C)OB([C:103]2[CH:104]=[C:105]3[CH:111]=[CH:110][NH:109][C:106]3=[N:107][CH:108]=2)O1, predict the reaction product. (3) Given the reactants [CH:1]12[CH2:10][CH:5]3[CH2:6][CH:7]([CH2:9][CH:3]([CH2:4]3)[CH:2]1[N:11]1[CH:15]=[C:14]([CH:16]([CH3:18])[CH3:17])[N:13]([CH2:19][CH:20]3[CH2:22][CH2:21]3)[C:12]1=[O:23])[CH2:8]2, predict the reaction product. The product is: [CH:1]12[CH2:8][CH:7]3[CH2:6][CH:5]([CH2:4][CH:3]([CH2:9]3)[CH:2]1[N:11]1[CH2:15][CH:14]([CH:16]([CH3:18])[CH3:17])[N:13]([CH2:19][CH:20]([CH3:22])[CH3:21])[C:12]1=[O:23])[CH2:10]2.[CH:1]12[CH2:8][CH:7]3[CH2:6][CH:5]([CH2:4][CH:3]([CH2:9]3)[CH:2]1[N:11]1[CH2:15][CH:14]([CH:16]([CH3:18])[CH3:17])[N:13]([CH2:19][CH:20]3[CH2:22][CH2:21]3)[C:12]1=[O:23])[CH2:10]2. (4) Given the reactants [C:1]([O:5][C:6]([N:8]1[CH2:15][C@H:14]2[C@H:10]([C:11]([C:16]3[CH:21]=[CH:20][C:19](Cl)=[CH:18][CH:17]=3)=[N:12][O:13]2)[CH2:9]1)=[O:7])([CH3:4])([CH3:3])[CH3:2].[CH3:23][O:24]C1C=CC(C(Cl)=NO)=CC=1, predict the reaction product. The product is: [C:1]([O:5][C:6]([N:8]1[CH2:15][C@H:14]2[C@H:10]([C:11]([C:16]3[CH:21]=[CH:20][C:19]([O:24][CH3:23])=[CH:18][CH:17]=3)=[N:12][O:13]2)[CH2:9]1)=[O:7])([CH3:4])([CH3:3])[CH3:2].